Dataset: Retrosynthesis with 50K atom-mapped reactions and 10 reaction types from USPTO. Task: Predict the reactants needed to synthesize the given product. (1) The reactants are: COC(=O)CCCCCCN.O=C(O)/C(=C/c1ccccc1)c1ccccc1. Given the product COC(=O)CCCCCCNC(=O)/C(=C/c1ccccc1)c1ccccc1, predict the reactants needed to synthesize it. (2) Given the product CS(=O)(=O)N1CC(c2c[nH]c3cc(F)ccc23)C2NCCC21, predict the reactants needed to synthesize it. The reactants are: CC(C)(C)OC(=O)N1CCC2C1C(c1c[nH]c3cc(F)ccc13)CN2S(C)(=O)=O. (3) Given the product CN(CCO)c1ccc(Br)c(C(F)(F)F)c1, predict the reactants needed to synthesize it. The reactants are: COC(=O)CN(C)c1ccc(Br)c(C(F)(F)F)c1. (4) Given the product CCN(C(=O)OCc1ccccc1)[C@H](Cc1ccccc1)C(=O)O, predict the reactants needed to synthesize it. The reactants are: CCN[C@H](Cc1ccccc1)C(=O)O.O=C(Cl)OCc1ccccc1. (5) The reactants are: C=C(Cl)CCl.O=Cc1ccccc1. Given the product C=C(Cl)CC(O)c1ccccc1, predict the reactants needed to synthesize it. (6) Given the product Cc1cccc(NC(=O)NC(C)C(O[Si](C)(C)C(C)(C)C)c2ccc3ncnn3c2)c1, predict the reactants needed to synthesize it. The reactants are: CC(N)C(O[Si](C)(C)C(C)(C)C)c1ccc2ncnn2c1.Cc1cccc(N=C=O)c1.